Dataset: Full USPTO retrosynthesis dataset with 1.9M reactions from patents (1976-2016). Task: Predict the reactants needed to synthesize the given product. (1) Given the product [CH2:35]([NH:39][C:32]([C:29]1[CH:30]=[CH:31][C:26]([C:3]2[CH:4]=[CH:5][C:6]([O:8][CH2:9][C:10]3[N:11]([C:18]4[C:23]([Cl:24])=[CH:22][CH:21]=[CH:20][C:19]=4[Cl:25])[N:12]=[N:13][C:14]=3[CH:15]([CH3:16])[CH3:17])=[CH:7][C:2]=2[Br:1])=[CH:27][CH:28]=1)=[O:33])[CH:37]([CH3:41])[CH3:38], predict the reactants needed to synthesize it. The reactants are: [Br:1][C:2]1[CH:7]=[C:6]([O:8][CH2:9][C:10]2[N:11]([C:18]3[C:23]([Cl:24])=[CH:22][CH:21]=[CH:20][C:19]=3[Cl:25])[N:12]=[N:13][C:14]=2[CH:15]([CH3:17])[CH3:16])[CH:5]=[CH:4][C:3]=1[C:26]1[CH:31]=[CH:30][C:29]([C:32](Cl)=[O:33])=[CH:28][CH:27]=1.[CH:35]([NH2:39])([CH2:37][CH3:38])C.Cl[CH2:41]Cl. (2) Given the product [CH2:16]([O:15][C:12]1[CH:13]=[CH:14][C:9]([NH:8][C:6]2[C:5]([N+:18]([O-:20])=[O:19])=[CH:4][N:3]=[C:2]([NH:33][C:31]3[CH:30]=[N:29][N:28]([CH:25]4[CH2:26][CH2:27][N:22]([CH3:21])[CH2:23][CH2:24]4)[CH:32]=3)[N:7]=2)=[CH:10][CH:11]=1)[CH3:17], predict the reactants needed to synthesize it. The reactants are: Cl[C:2]1[N:7]=[C:6]([NH:8][C:9]2[CH:14]=[CH:13][C:12]([O:15][CH2:16][CH3:17])=[CH:11][CH:10]=2)[C:5]([N+:18]([O-:20])=[O:19])=[CH:4][N:3]=1.[CH3:21][N:22]1[CH2:27][CH2:26][CH:25]([N:28]2[CH:32]=[C:31]([NH2:33])[CH:30]=[N:29]2)[CH2:24][CH2:23]1.CCN(C(C)C)C(C)C. (3) The reactants are: [Cl:1][C:2]1[CH:3]=[CH:4][C:5]([N+:23]([O-:25])=[O:24])=[C:6]([CH:8]([CH2:18][C:19]([O:21][CH3:22])=[O:20])[CH:9](C(OC)=O)[C:10]([O:12][CH3:13])=[O:11])[CH:7]=1.[Cl:26][C:27]1[CH:28]=[CH:29][C:30]([N+:42]([O-:44])=[O:43])=[C:31]([CH:33]([CH2:38][C:39]([OH:41])=[O:40])[CH2:34][C:35]([OH:37])=[O:36])[CH:32]=1.[Cl-].[Na+]. Given the product [Cl:1][C:2]1[CH:3]=[CH:4][C:5]([N+:23]([O-:25])=[O:24])=[C:6]([CH:8]([CH2:18][C:19]([O:21][CH3:22])=[O:20])[CH2:9][C:10]([O:12][CH3:13])=[O:11])[CH:7]=1.[Cl:26][C:27]1[CH:28]=[CH:29][C:30]([N+:42]([O-:44])=[O:43])=[C:31]([CH:33]([CH2:38][C:39]([OH:41])=[O:40])[CH2:34][C:35]([OH:37])=[O:36])[CH:32]=1, predict the reactants needed to synthesize it. (4) Given the product [NH2:71][CH2:70][C:68]1([CH2:72][NH:73][C:9]2[C:18]3[C:13](=[CH:14][CH:15]=[C:16]([CH2:19][OH:20])[CH:17]=3)[N:12]=[C:11]([N:21]3[CH2:27][C:26]4[CH:28]=[CH:29][CH:30]=[CH:31][C:25]=4[S:24](=[O:32])[CH2:23][CH2:22]3)[N:10]=2)[CH2:69][O:66][CH2:67]1, predict the reactants needed to synthesize it. The reactants are: C(O[C:9]1[C:18]2[C:13](=[CH:14][CH:15]=[C:16]([CH2:19][OH:20])[CH:17]=2)[N:12]=[C:11]([N:21]2[CH2:27][C:26]3[CH:28]=[CH:29][CH:30]=[CH:31][C:25]=3[S:24](=[O:32])[CH2:23][CH2:22]2)[N:10]=1)C1C=CC=CC=1.C(OC1C2C(=CC=C(CO)C=2)N=C(N2CC3C=CC=CC=3S(=O)(=O)CC2)N=1)C1C=CC=CC=1.[O:66]1[CH2:69][C:68]([CH2:72][NH2:73])([CH2:70][NH2:71])[CH2:67]1.